This data is from Reaction yield outcomes from USPTO patents with 853,638 reactions. The task is: Predict the reaction yield, written as a fraction of the theoretical maximum amount of product (1.0 means a 100% yield; for example, 0.34 means a 34% yield). (1) The reactants are [NH2:1][C:2]1[CH:7]=[CH:6][CH:5]=[CH:4][C:3]=1[N:8]([CH:26]1[CH2:31][CH2:30][CH2:29][CH2:28][CH2:27]1)[CH2:9][C@@H:10]([NH:15][S:16](C1C=CC(C)=CC=1)(=[O:18])=[O:17])[C:11](OC)=[O:12].C[C:33]1[CH:34]=[CH:35][CH:36]=[CH:37][C:38]=1[CH3:39]. No catalyst specified. The product is [CH:26]1([N:8]2[CH2:9][C@@H:10]([NH:15][S:16]([C:35]3[CH:34]=[CH:33][C:38]([CH3:39])=[CH:37][CH:36]=3)(=[O:17])=[O:18])[C:11](=[O:12])[NH:1][C:2]3[CH:7]=[CH:6][CH:5]=[CH:4][C:3]2=3)[CH2:31][CH2:30][CH2:29][CH2:28][CH2:27]1. The yield is 0.710. (2) The reactants are [CH2:1]1[C@H:6]([NH2:7])[C@@H:5]([O:8][C@H]2O[C@H](CN)[C@@H](O)[C@H](O)[C@H]2N)[C@H:4]([O:20][C@@H]2O[C@H](CO)[C@@H](O[C@H]3O[C@@H](CN)[C@@H](O)[C@H](O)[C@H]3N)[C@H]2O)[C@@H:3]([OH:41])[C@@H:2]1[NH2:42].OS(O)(=O)=O.[BrH:48]. No catalyst specified. The product is [CH2:1]1[C@H:2]([NH2:42])[C@@H:3]([OH:41])[C@H:4]([OH:20])[C@@H:5]([OH:8])[C@@H:6]1[NH2:7].[BrH:48]. The yield is 0.610. (3) The reactants are Cl[C:2]1[N:3]=[N:4][C:5]([Cl:14])=[CH:6][C:7]=1[N:8]1[CH2:13][CH2:12][O:11][CH2:10][CH2:9]1.[O-:15][CH2:16][CH3:17].[Na+]. The catalyst is CCO. The product is [Cl:14][C:5]1[N:4]=[N:3][C:2]([O:15][CH2:16][CH3:17])=[C:7]([N:8]2[CH2:13][CH2:12][O:11][CH2:10][CH2:9]2)[CH:6]=1. The yield is 0.480.